This data is from Forward reaction prediction with 1.9M reactions from USPTO patents (1976-2016). The task is: Predict the product of the given reaction. (1) Given the reactants [CH3:1][C:2]1[O:3][C:4]2[C:13]3[C:12](=[CH:14][CH2:15][NH:16][C:17](=[O:19])[CH3:18])[CH2:11][CH2:10][C:9]=3[CH:8]=[CH:7][C:5]=2[N:6]=1.S(=O)(=O)(O)O.C(=O)([O-])O.[Na+], predict the reaction product. The product is: [CH3:1][C:2]1[O:3][C:4]2[C:13]3[C:12]([CH2:14][CH2:15][NH:16][C:17](=[O:19])[CH3:18])=[CH:11][CH2:10][C:9]=3[CH:8]=[CH:7][C:5]=2[N:6]=1. (2) Given the reactants [NH2:1][C:2]1[C:11]2[N:12]=[C:13]([CH2:25]Cl)[N:14]([CH2:15][CH2:16][NH:17][C:18](=[O:24])[O:19][C:20]([CH3:23])([CH3:22])[CH3:21])[C:10]=2[C:9]2[CH:8]=[CH:7][CH:6]=[CH:5][C:4]=2[N:3]=1.[NH3:27], predict the reaction product. The product is: [NH2:1][C:2]1[C:11]2[N:12]=[C:13]([CH2:25][NH2:27])[N:14]([CH2:15][CH2:16][NH:17][C:18](=[O:24])[O:19][C:20]([CH3:23])([CH3:22])[CH3:21])[C:10]=2[C:9]2[CH:8]=[CH:7][CH:6]=[CH:5][C:4]=2[N:3]=1. (3) Given the reactants [CH:1]([CH:4]1[O:9][C:8]2[C:10]3[C:15]([CH:16]=[CH:17][C:7]=2[NH:6][C:5]1=[O:18])=[CH:14][CH:13]=[CH:12][CH:11]=3)([CH3:3])[CH3:2].C(=O)([O-])[O-].[K+].[K+].[C:25]([O:29][CH3:30])(=[O:28])[CH:26]=[CH2:27].C(OCC)(=O)C, predict the reaction product. The product is: [CH3:30][O:29][C:25](=[O:28])[CH2:26][CH2:27][N:6]1[C:5](=[O:18])[CH:4]([CH:1]([CH3:3])[CH3:2])[O:9][C:8]2[C:10]3[C:15]([CH:16]=[CH:17][C:7]1=2)=[CH:14][CH:13]=[CH:12][CH:11]=3. (4) Given the reactants [H-].[Na+].[CH3:3][O:4][C:5](=[O:17])[CH2:6][C:7]1[CH:12]=[CH:11][C:10]([S:13]([CH3:16])(=[O:15])=[O:14])=[CH:9][CH:8]=1.[F:18][C:19]1[CH:26]=[CH:25][C:22]([CH2:23]Br)=[CH:21][CH:20]=1, predict the reaction product. The product is: [CH3:3][O:4][C:5](=[O:17])[CH:6]([C:7]1[CH:8]=[CH:9][C:10]([S:13]([CH3:16])(=[O:14])=[O:15])=[CH:11][CH:12]=1)[CH2:23][C:22]1[CH:25]=[CH:26][C:19]([F:18])=[CH:20][CH:21]=1. (5) The product is: [Br:9][C:5]1[N:6]=[C:7]([NH:22][CH:20]([C:16]2[CH:15]=[C:14]3[C:19](=[CH:18][CH:17]=2)[N:10]=[CH:11][CH:12]=[CH:13]3)[CH3:21])[C:2]([NH2:1])=[N:3][CH:4]=1. Given the reactants [NH2:1][C:2]1[C:7](Br)=[N:6][C:5]([Br:9])=[CH:4][N:3]=1.[N:10]1[C:19]2[C:14](=[CH:15][C:16]([CH:20]([NH2:22])[CH3:21])=[CH:17][CH:18]=2)[CH:13]=[CH:12][CH:11]=1.CCN(C(C)C)C(C)C, predict the reaction product.